This data is from Full USPTO retrosynthesis dataset with 1.9M reactions from patents (1976-2016). The task is: Predict the reactants needed to synthesize the given product. (1) Given the product [F:12][CH:10]([F:11])[C:7]1[CH:8]=[CH:9][C:4]([C:3]([OH:18])=[O:2])=[C:5]([CH2:13][CH2:14][CH2:15][O:16][CH3:17])[N:6]=1, predict the reactants needed to synthesize it. The reactants are: C[O:2][C:3](=[O:18])[C:4]1[CH:9]=[CH:8][C:7]([CH:10]([F:12])[F:11])=[N:6][C:5]=1[CH2:13][CH2:14][CH2:15][O:16][CH3:17]. (2) Given the product [Cl:14][C:12]1[CH:11]=[CH:10][C:9]([O:15][CH3:16])=[C:8]([C:6]2[CH:5]=[CH:4][N:3]=[C:2]([O:21][CH:17]3[CH2:20][CH2:19][CH2:18]3)[CH:7]=2)[CH:13]=1, predict the reactants needed to synthesize it. The reactants are: Cl[C:2]1[CH:7]=[C:6]([C:8]2[CH:13]=[C:12]([Cl:14])[CH:11]=[CH:10][C:9]=2[O:15][CH3:16])[CH:5]=[CH:4][N:3]=1.[CH:17]1([OH:21])[CH2:20][CH2:19][CH2:18]1.CC(C)([O-])C.[K+]. (3) Given the product [ClH:14].[Cl:14][CH2:2][C:3]1[N:7]([CH2:8][CH:9]([CH3:11])[CH3:10])[CH:6]=[N:5][CH:4]=1, predict the reactants needed to synthesize it. The reactants are: O[CH2:2][C:3]1[N:7]([CH2:8][CH:9]([CH3:11])[CH3:10])[CH:6]=[N:5][CH:4]=1.S(Cl)([Cl:14])=O. (4) Given the product [CH3:7][NH:8][C:9]([N:25]1[C:26]([CH2:28][CH3:29])=[CH:27][C:23]([O:22][C:13]2[C:12]([Cl:11])=[CH:17][C:16]([C:18]([F:21])([F:20])[F:19])=[CH:15][N:14]=2)=[N:24]1)=[O:10], predict the reactants needed to synthesize it. The reactants are: C(=O)([O-])[O-].[K+].[K+].[CH3:7][N:8]=[C:9]=[O:10].[Cl:11][C:12]1[C:13]([O:22][C:23]2[CH:27]=[C:26]([CH2:28][CH3:29])[NH:25][N:24]=2)=[N:14][CH:15]=[C:16]([C:18]([F:21])([F:20])[F:19])[CH:17]=1.Cl.